This data is from Forward reaction prediction with 1.9M reactions from USPTO patents (1976-2016). The task is: Predict the product of the given reaction. (1) Given the reactants [N:1]1([CH2:6][CH2:7][CH2:8][NH:9][S:10]([C:13]2[CH:18]=[CH:17][C:16]([CH3:19])=[C:15]([S:20]([C:22]3[CH:27]=[CH:26][CH:25]=[CH:24][CH:23]=3)=[O:21])[CH:14]=2)(=[O:12])=[O:11])[CH:5]=[CH:4][N:3]=[CH:2]1.ClC1C=CC=C(C(OO)=[O:36])C=1, predict the reaction product. The product is: [N:1]1([CH2:6][CH2:7][CH2:8][NH:9][S:10]([C:13]2[CH:18]=[CH:17][C:16]([CH3:19])=[C:15]([S:20]([C:22]3[CH:27]=[CH:26][CH:25]=[CH:24][CH:23]=3)(=[O:36])=[O:21])[CH:14]=2)(=[O:12])=[O:11])[CH:5]=[CH:4][N:3]=[CH:2]1. (2) Given the reactants Br[C:2]1[CH:7]=[CH:6][C:5]([C:8]2[NH:9][C:10](=[O:24])[C:11]3[N:16]([CH:17]4[CH2:22][CH2:21][CH2:20][CH2:19][CH2:18]4)[N:15]=[C:14]([CH3:23])[C:12]=3[N:13]=2)=[C:4]([O:25][CH2:26][CH3:27])[CH:3]=1.Cl.[CH2:29]([N:31]([CH:42]1[CH2:47][CH2:46][NH:45][CH2:44][CH2:43]1)[C:32](=[O:41])[O:33][CH2:34][C:35]1[CH:40]=[CH:39][CH:38]=[CH:37][CH:36]=1)[CH3:30], predict the reaction product. The product is: [CH:17]1([N:16]2[C:11]3[C:10](=[O:24])[NH:9][C:8]([C:5]4[CH:6]=[CH:7][C:2]([N:45]5[CH2:44][CH2:43][CH:42]([N:31]([CH2:29][CH3:30])[C:32](=[O:41])[O:33][CH2:34][C:35]6[CH:40]=[CH:39][CH:38]=[CH:37][CH:36]=6)[CH2:47][CH2:46]5)=[CH:3][C:4]=4[O:25][CH2:26][CH3:27])=[N:13][C:12]=3[C:14]([CH3:23])=[N:15]2)[CH2:22][CH2:21][CH2:20][CH2:19][CH2:18]1. (3) Given the reactants C([O:8][C:9]1[C:14](=[O:15])[N:13]=[C:12]([CH2:16][C:17]2([C:22]3[CH:27]=[CH:26][CH:25]=[CH:24][N:23]=3)[CH2:21][CH2:20][CH2:19][CH2:18]2)[N:11]2[CH2:28][CH2:29][N:30]([CH:33]3[CH2:35][CH2:34]3)[C:31](=[O:32])[C:10]=12)C1C=CC=CC=1, predict the reaction product. The product is: [CH:33]1([N:30]2[CH2:29][CH2:28][N:11]3[C:12]([CH2:16][C:17]4([C:22]5[CH:27]=[CH:26][CH:25]=[CH:24][N:23]=5)[CH2:21][CH2:20][CH2:19][CH2:18]4)=[N:13][C:14](=[O:15])[C:9]([OH:8])=[C:10]3[C:31]2=[O:32])[CH2:34][CH2:35]1. (4) Given the reactants [Cl:1][C:2]1[CH:7]=[CH:6][C:5]([C:8]#[C:9][C:10]2[CH:31]=[CH:30][C:13]([O:14][CH2:15][CH2:16][NH:17][CH2:18][C:19]3[CH:24]=[CH:23][C:22]([CH2:25]NCCC)=[CH:21][CH:20]=3)=[CH:12][CH:11]=2)=[CH:4][CH:3]=1.[CH2:32]([NH2:37])[CH2:33][CH:34]([CH3:36])[CH3:35], predict the reaction product. The product is: [Cl:1][C:2]1[CH:7]=[CH:6][C:5]([C:8]#[C:9][C:10]2[CH:11]=[CH:12][C:13]([O:14][CH2:15][CH2:16][NH:17][CH2:18][C:19]3[CH:20]=[CH:21][C:22]([CH2:25][NH:37][CH2:32][CH2:33][CH:34]([CH3:36])[CH3:35])=[CH:23][CH:24]=3)=[CH:30][CH:31]=2)=[CH:4][CH:3]=1. (5) Given the reactants C[O:2][C:3]([C:5]1([C:8]2[CH:13]=[CH:12][C:11]([C:14]3[CH:19]=[CH:18][C:17]([C:20]4[C:24]([NH:25][C:26]([O:28][C@@H:29]([C:31]5[CH:36]=[CH:35][CH:34]=[CH:33][CH:32]=5)[CH3:30])=[O:27])=[C:23]([CH3:37])[N:22](C)[N:21]=4)=[CH:16][CH:15]=3)=[CH:10][CH:9]=2)[CH2:7][CH2:6]1)=[O:4].[Li+].[OH-].[CH2:41]1COCC1, predict the reaction product. The product is: [CH3:41][N:21]1[C:20]([C:17]2[CH:18]=[CH:19][C:14]([C:11]3[CH:12]=[CH:13][C:8]([C:5]4([C:3]([OH:2])=[O:4])[CH2:6][CH2:7]4)=[CH:9][CH:10]=3)=[CH:15][CH:16]=2)=[C:24]([NH:25][C:26]([O:28][C@@H:29]([C:31]2[CH:36]=[CH:35][CH:34]=[CH:33][CH:32]=2)[CH3:30])=[O:27])[C:23]([CH3:37])=[N:22]1. (6) Given the reactants Cl[C:2]1[N:3]=[N:4][C:5](Cl)=[CH:6][C:7]=1[C:8]1[CH:13]=[CH:12][C:11]([C:14]([F:17])([F:16])[F:15])=[CH:10][CH:9]=1.[OH:19][C:20]1[CH:29]=[C:28]2[C:23]([CH:24]=[CH:25][CH:26]=[N:27]2)=[CH:22][CH:21]=1.[H-].[Na+], predict the reaction product. The product is: [N:27]1[C:28]2[C:23](=[CH:22][CH:21]=[C:20]([O:19][C:5]3[N:4]=[N:3][C:2]([O:19][C:20]4[CH:29]=[C:28]5[C:23]([CH:24]=[CH:25][CH:26]=[N:27]5)=[CH:22][CH:21]=4)=[C:7]([C:8]4[CH:13]=[CH:12][C:11]([C:14]([F:17])([F:16])[F:15])=[CH:10][CH:9]=4)[CH:6]=3)[CH:29]=2)[CH:24]=[CH:25][CH:26]=1. (7) Given the reactants [CH2:1]([N:6]1[CH2:11][CH2:10][N:9]([C:12]([O:14]C2C=CC([N+]([O-])=O)=CC=2)=O)[CH2:8][CH2:7]1)[CH2:2][CH2:3][C:4]#[CH:5].[CH3:24][NH2:25], predict the reaction product. The product is: [CH3:24][NH:25][C:12]([N:9]1[CH2:8][CH2:7][N:6]([CH2:1][CH2:2][CH2:3][C:4]#[CH:5])[CH2:11][CH2:10]1)=[O:14]. (8) Given the reactants [CH3:1][C:2]1[N:7]=[CH:6][C:5]([CH2:8][NH2:9])=[CH:4][CH:3]=1.[CH:10]1([CH2:14][C:15]([NH:17][C:18]2[CH:23]=[CH:22][N:21]([CH2:24][CH2:25][CH:26]([F:36])[CH2:27][N:28]3[CH:32]=[C:31]([C:33](O)=[O:34])[N:30]=[N:29]3)[C:20](=[O:37])[C:19]=2[F:38])=[O:16])[CH2:13][CH2:12][CH2:11]1.CN(C(ON1N=NC2C=CC=NC1=2)=[N+](C)C)C.F[P-](F)(F)(F)(F)F.C(N(C(C)C)C(C)C)C, predict the reaction product. The product is: [CH:10]1([CH2:14][C:15]([NH:17][C:18]2[CH:23]=[CH:22][N:21]([CH2:24][CH2:25][CH:26]([F:36])[CH2:27][N:28]3[CH:32]=[C:31]([C:33]([NH:9][CH2:8][C:5]4[CH:6]=[N:7][C:2]([CH3:1])=[CH:3][CH:4]=4)=[O:34])[N:30]=[N:29]3)[C:20](=[O:37])[C:19]=2[F:38])=[O:16])[CH2:13][CH2:12][CH2:11]1.